The task is: Predict the reactants needed to synthesize the given product.. This data is from Full USPTO retrosynthesis dataset with 1.9M reactions from patents (1976-2016). (1) Given the product [Cl:1][C:2]1[CH:7]=[CH:6][C:5]([C:8]2[C:16]3[CH:15]=[CH:14][C:13](=[O:33])[NH:12][C:11]=3[S:10][C:9]=2[S:17]([C:20]2[CH:21]=[C:22]([CH:26]=[C:27]([F:29])[CH:28]=2)[C:23]#[N:24])(=[O:19])=[O:18])=[CH:4][CH:3]=1, predict the reactants needed to synthesize it. The reactants are: [Cl:1][C:2]1[CH:7]=[CH:6][C:5]([C:8]2[C:16]3[C:11](=[N:12][CH:13]=[CH:14][CH:15]=3)[S:10][C:9]=2[S:17]([C:20]2[CH:21]=[C:22]([CH:26]=[C:27]([F:29])[CH:28]=2)[C:23]#[N+:24][O-])(=[O:19])=[O:18])=[CH:4][CH:3]=1.FC(F)(F)C(OC(=O)C(F)(F)F)=[O:33]. (2) Given the product [CH2:21]([C:26]1[CH:27]=[CH:28][C:29]([NH:30][C:18]([C@@H:17]2[CH2:16][C:15]3[C:10](=[CH:11][CH:12]=[CH:13][CH:14]=3)[CH2:9][N:8]2[C:6]([O:5][C:1]([CH3:4])([CH3:3])[CH3:2])=[O:7])=[O:20])=[CH:31][CH:32]=1)[CH2:22][CH2:23][CH2:24][CH3:25], predict the reactants needed to synthesize it. The reactants are: [C:1]([O:5][C:6]([N:8]1[C@H:17]([C:18]([OH:20])=O)[CH2:16][C:15]2[C:10](=[CH:11][CH:12]=[CH:13][CH:14]=2)[CH2:9]1)=[O:7])([CH3:4])([CH3:3])[CH3:2].[CH2:21]([C:26]1[CH:32]=[CH:31][C:29]([NH2:30])=[CH:28][CH:27]=1)[CH2:22][CH2:23][CH2:24][CH3:25].Cl.CN(C)CCCN=C=NCC. (3) Given the product [N:42]1([CH2:41][CH2:40][CH2:39][CH:36]2[CH2:37][CH2:38][N:33]([C:31]([C@H:5]3[CH2:10][NH:9][CH2:8][CH2:7][NH:6]3)=[O:32])[CH2:34][CH2:35]2)[CH:46]=[CH:45][N:44]=[CH:43]1, predict the reactants needed to synthesize it. The reactants are: CC([C@:5]1([C:31]([N:33]2[CH2:38][CH2:37][CH:36]([CH2:39][CH2:40][CH2:41][N:42]3[CH:46]=[CH:45][N:44]=[CH:43]3)[CH2:35][CH2:34]2)=[O:32])[CH2:10][N:9](C2C3=NC=C(Br)C=C3CCC3C=C(Cl)C=CC2=3)[CH2:8][CH2:7][N:6]1C([O-])=O)(C)C. (4) Given the product [C:14]([Si:11]([CH3:13])([CH3:12])[O:10][C@H:8]([C:3]1[CH:4]=[CH:5][CH:6]=[CH:7][C:2]=1[N:18]1[CH2:23][CH2:22][NH:21][CH2:20][CH2:19]1)[CH3:9])([CH3:17])([CH3:16])[CH3:15], predict the reactants needed to synthesize it. The reactants are: Br[C:2]1[CH:7]=[CH:6][CH:5]=[CH:4][C:3]=1[C@@H:8]([O:10][Si:11]([C:14]([CH3:17])([CH3:16])[CH3:15])([CH3:13])[CH3:12])[CH3:9].[NH:18]1[CH2:23][CH2:22][NH:21][CH2:20][CH2:19]1. (5) Given the product [CH2:16]([O:15][C:13]([C:6]1[O:7][C:8]2[C:3]([C:4](=[O:18])[CH:5]=1)=[C:2]([CH3:1])[CH:11]=[CH:10][C:9]=2[N:23]1[CH2:24][CH2:25][N:20]([CH3:19])[CH2:21][CH2:22]1)=[O:14])[CH3:17], predict the reactants needed to synthesize it. The reactants are: [CH3:1][C:2]1[CH:11]=[CH:10][C:9](Cl)=[C:8]2[C:3]=1[C:4](=[O:18])[CH:5]=[C:6]([C:13]([O:15][CH2:16][CH3:17])=[O:14])[O:7]2.[CH3:19][N:20]1[CH2:25][CH2:24][NH:23][CH2:22][CH2:21]1.C1(P(C2CCCCC2)C2C=CC=CC=2C2C=CC=CC=2N(C)C)CCCCC1.C(=O)([O-])[O-].[Cs+].[Cs+].C1(P(C2CCCC2)C2C=CC=CC=2C2C=CC=CC=2N(C)C)CCCC1.